This data is from Full USPTO retrosynthesis dataset with 1.9M reactions from patents (1976-2016). The task is: Predict the reactants needed to synthesize the given product. Given the product [Cl:19][C:18]1[C:13]([CH:5]([C:4](=[O:3])[CH2:10][CH3:11])[C:6]([O:8][CH3:9])=[O:7])=[N:14][CH:15]=[C:16]([C:20]([F:22])([F:21])[F:23])[CH:17]=1, predict the reactants needed to synthesize it. The reactants are: [OH-].[K+].[O:3]=[C:4]([CH2:10][CH3:11])[CH2:5][C:6]([O:8][CH3:9])=[O:7].Cl[C:13]1[C:18]([Cl:19])=[CH:17][C:16]([C:20]([F:23])([F:22])[F:21])=[CH:15][N:14]=1.